From a dataset of Catalyst prediction with 721,799 reactions and 888 catalyst types from USPTO. Predict which catalyst facilitates the given reaction. (1) Reactant: C(OC([N:8]([CH2:17][C:18]([NH:20][CH2:21][C@H:22]1[O:26][N:25]=[C:24]([C:27]2[CH:32]=[CH:31][C:30]([C:33]3[CH:38]=[CH:37][C:36]([N:39]4[CH2:43][C@H:42]([CH2:44][N:45]5[CH:49]=[CH:48][N:47]=[N:46]5)[O:41][C:40]4=[O:50])=[CH:35][C:34]=3[F:51])=[CH:29][N:28]=2)[CH2:23]1)=[O:19])[CH2:9][C:10]([O:12]C(C)(C)C)=[O:11])=O)(C)(C)C. Product: [F:51][C:34]1[CH:35]=[C:36]([N:39]2[CH2:43][C@H:42]([CH2:44][N:45]3[CH:49]=[CH:48][N:47]=[N:46]3)[O:41][C:40]2=[O:50])[CH:37]=[CH:38][C:33]=1[C:30]1[CH:31]=[CH:32][C:27]([C:24]2[CH2:23][C@@H:22]([CH2:21][NH:20][C:18](=[O:19])[CH2:17][NH:8][CH2:9][C:10]([OH:12])=[O:11])[O:26][N:25]=2)=[N:28][CH:29]=1. The catalyst class is: 55. (2) Product: [NH:8]1[C:7]2[C:33]([C:37]([OH:39])=[O:38])=[CH:34][CH:35]=[CH:36][C:6]=2[N:5]=[CH:4]1. The catalyst class is: 6. Reactant: C(O[C:4]1[N:8](C2C=CC(C3C=CC=CC=3C3N(CC4C=CC=CC=4)N=NN=3)=CC=2)[C:7]2[C:33]([C:37]([OH:39])=[O:38])=[CH:34][CH:35]=[CH:36][C:6]=2[N:5]=1)C.C([O-])=O.[NH4+].C(O)(C)C. (3) Reactant: C([Sn](CCCC)(CCCC)[C:6]1[N:7]=[CH:8][N:9]([C:11]2[CH:16]=[C:15]([C:17]3[CH:22]=[CH:21][C:20]([C:23]([F:26])([F:25])[F:24])=[CH:19][CH:18]=3)[CH:14]=[C:13]([C:27]([F:30])([F:29])[F:28])[N:12]=2)[CH:10]=1)CCC.[C:39]([NH:43][S:44]([C:47]1[S:51][C:50](Cl)=[N:49][CH:48]=1)(=[O:46])=[O:45])([CH3:42])([CH3:41])[CH3:40].CCCCCCC. Product: [C:39]([NH:43][S:44]([C:47]1[S:51][C:50]([C:6]2[N:7]=[CH:8][N:9]([C:11]3[CH:16]=[C:15]([C:17]4[CH:18]=[CH:19][C:20]([C:23]([F:26])([F:24])[F:25])=[CH:21][CH:22]=4)[CH:14]=[C:13]([C:27]([F:29])([F:28])[F:30])[N:12]=3)[CH:10]=2)=[N:49][CH:48]=1)(=[O:45])=[O:46])([CH3:42])([CH3:40])[CH3:41]. The catalyst class is: 11. (4) Reactant: [N+:1]([C:4]1[CH:9]=[CH:8][C:7]([S:10]([O:13][CH2:14][C:15]([CH3:32])([C:17]2[O:21][N:20]=[C:19]([NH:22]C(OC3C=CC=CC=3)=O)[CH:18]=2)[CH3:16])(=[O:12])=[O:11])=[CH:6][CH:5]=1)([O-:3])=[O:2].[O-2].[Mg+2].O1CCOCC1. Product: [N+:1]([C:4]1[CH:9]=[CH:8][C:7]([S:10]([O:13][CH2:14][C:15]([C:17]2[O:21][N:20]=[C:19]([NH2:22])[CH:18]=2)([CH3:16])[CH3:32])(=[O:11])=[O:12])=[CH:6][CH:5]=1)([O-:3])=[O:2]. The catalyst class is: 6.